Dataset: Reaction yield outcomes from USPTO patents with 853,638 reactions. Task: Predict the reaction yield, written as a fraction of the theoretical maximum amount of product (1.0 means a 100% yield; for example, 0.34 means a 34% yield). (1) The yield is 0.950. The catalyst is C(O)C. The product is [Br:3][C:4]1[CH:5]=[C:6]2[C:11](=[CH:12][CH:13]=1)[CH2:10][O:9][CH2:8][CH:7]2[OH:14]. The reactants are [BH4-].[Na+].[Br:3][C:4]1[CH:5]=[C:6]2[C:11](=[CH:12][CH:13]=1)[CH2:10][O:9][CH2:8][C:7]2=[O:14]. (2) The reactants are [CH3:1][O:2][C:3]1[CH:4]=[C:5]2[C:10](=[CH:11][C:12]=1[O:13][CH3:14])[N:9]=[CH:8][N:7]=[C:6]2[O:15][C:16]1[CH:22]=[CH:21][C:19]([NH2:20])=[C:18]([F:23])[CH:17]=1.ClC(Cl)(O[C:28](=[O:34])OC(Cl)(Cl)Cl)Cl.[CH2:36]([NH2:40])[CH2:37][CH2:38][CH3:39].CO. The catalyst is C(Cl)(Cl)Cl.C(N(CC)CC)C. The product is [CH2:36]([NH:40][C:28]([NH:20][C:19]1[CH:21]=[CH:22][C:16]([O:15][C:6]2[C:5]3[C:10](=[CH:11][C:12]([O:13][CH3:14])=[C:3]([O:2][CH3:1])[CH:4]=3)[N:9]=[CH:8][N:7]=2)=[CH:17][C:18]=1[F:23])=[O:34])[CH2:37][CH2:38][CH3:39]. The yield is 0.380. (3) The reactants are Cl.CC([N:6]([CH2:10][CH:11]([NH:19][C:20]([C:22]1[N:23]([CH3:33])[CH:24]=[C:25]([C:27]2[N:31]([CH3:32])[N:30]=[CH:29][CH:28]=2)[CH:26]=1)=[O:21])[CH2:12][C:13]1[CH:18]=[CH:17][CH:16]=[CH:15][CH:14]=1)C(=O)[O-])(C)C. The catalyst is O1CCOCC1.C(Cl)(Cl)Cl.CO. The product is [NH2:6][CH2:10][CH:11]([NH:19][C:20]([C:22]1[N:23]([CH3:33])[CH:24]=[C:25]([C:27]2[N:31]([CH3:32])[N:30]=[CH:29][CH:28]=2)[CH:26]=1)=[O:21])[CH2:12][C:13]1[CH:18]=[CH:17][CH:16]=[CH:15][CH:14]=1. The yield is 0.320. (4) The reactants are [I:1][C:2]1[C:3]([CH2:11][OH:12])=[CH:4][C:5]2[O:9][CH2:8][O:7][C:6]=2[CH:10]=1.C1C=C[NH+]=CC=1.[O-][Cr](Cl)(=O)=O. The catalyst is C(Cl)Cl. The product is [I:1][C:2]1[C:3]([CH:11]=[O:12])=[CH:4][C:5]2[O:9][CH2:8][O:7][C:6]=2[CH:10]=1. The yield is 0.770. (5) The reactants are [C:1]1([S:7]([C:10]2[CH:15]=[CH:14][CH:13]=[CH:12][C:11]=2[NH2:16])(=[O:9])=[O:8])[CH:6]=[CH:5][CH:4]=[CH:3][CH:2]=1.O=C(Cl)OC(Cl)(Cl)Cl.[N-:25]=[C:26]=[O:27].Cl.[CH3:29][O:30][C:31](=[O:44])[C@H:32]([CH2:34][C:35]1[CH:40]=[CH:39][C:38]([N+:41]([O-:43])=[O:42])=[CH:37][CH:36]=1)N.C(N(CC)CC)C. The catalyst is O1CCOCC1.ClCCl. The product is [CH3:29][O:30][C:31](=[O:44])[C@@H:32]([NH:25][C:26]([NH:16][C:11]1[CH:12]=[CH:13][CH:14]=[CH:15][C:10]=1[S:7]([C:1]1[CH:2]=[CH:3][CH:4]=[CH:5][CH:6]=1)(=[O:9])=[O:8])=[O:27])[CH2:34][C:35]1[CH:40]=[CH:39][C:38]([N+:41]([O-:43])=[O:42])=[CH:37][CH:36]=1. The yield is 0.940. (6) The reactants are [C:1]12([C:11]3[CH:21]=[CH:20][C:14]([O:15][CH2:16][C:17](O)=[O:18])=[CH:13][CH:12]=3)[CH2:10][CH:5]3[CH2:6][CH:7]([CH2:9][CH:3]([CH2:4]3)[CH2:2]1)[CH2:8]2.[CH3:22][N:23]1[CH2:28][CH2:27][N:26]([C:29]2[CH:35]=[CH:34][C:32]([NH2:33])=[CH:31][CH:30]=2)[CH2:25][CH2:24]1. The yield is 0.934. The product is [C:1]12([C:11]3[CH:21]=[CH:20][C:14]([O:15][CH2:16][C:17]([NH:33][C:32]4[CH:34]=[CH:35][C:29]([N:26]5[CH2:25][CH2:24][N:23]([CH3:22])[CH2:28][CH2:27]5)=[CH:30][CH:31]=4)=[O:18])=[CH:13][CH:12]=3)[CH2:2][CH:3]3[CH2:9][CH:7]([CH2:6][CH:5]([CH2:4]3)[CH2:10]1)[CH2:8]2. No catalyst specified. (7) The reactants are [Br:1][C:2]1[CH:7]=[CH:6][C:5]([C:8]2[O:9][C:10]([CH3:17])=[C:11]([CH2:13][C:14](O)=[O:15])[N:12]=2)=[CH:4][CH:3]=1. The catalyst is C1COCC1. The product is [Br:1][C:2]1[CH:3]=[CH:4][C:5]([C:8]2[O:9][C:10]([CH3:17])=[C:11]([CH2:13][CH2:14][OH:15])[N:12]=2)=[CH:6][CH:7]=1. The yield is 0.720.